From a dataset of Reaction yield outcomes from USPTO patents with 853,638 reactions. Predict the reaction yield, written as a fraction of the theoretical maximum amount of product (1.0 means a 100% yield; for example, 0.34 means a 34% yield). (1) The reactants are N[C:2]1[CH:3]=[CH:4][C:5]([F:17])=[C:6]([C:8]2[C:9]([C:15]#[N:16])=[CH:10][C:11]([F:14])=[CH:12][CH:13]=2)[CH:7]=1.N([O-])=O.[Na+].[BrH:22]. The catalyst is O1CCOCC1.O.[Cu]Br. The product is [Br:22][C:2]1[CH:3]=[CH:4][C:5]([F:17])=[C:6]([C:8]2[C:9]([C:15]#[N:16])=[CH:10][C:11]([F:14])=[CH:12][CH:13]=2)[CH:7]=1. The yield is 0.940. (2) The reactants are [Br:1][C:2]1[CH:10]=[CH:9][C:5]([C:6]([OH:8])=[O:7])=[C:4]([N+:11]([O-:13])=[O:12])[CH:3]=1.[CH3:14]I.O. The catalyst is CN(C)C=O. The product is [CH3:14][O:7][C:6](=[O:8])[C:5]1[CH:9]=[CH:10][C:2]([Br:1])=[CH:3][C:4]=1[N+:11]([O-:13])=[O:12]. The yield is 0.900. (3) The reactants are C(=O)([O-])[O-].[K+].[K+].Cl.O.[NH:9]1[CH2:14][CH2:13][C:12](=[O:15])[CH2:11][CH2:10]1.[CH3:16][S:17](Cl)(=[O:19])=[O:18]. The catalyst is C(Cl)(Cl)Cl.O. The product is [CH3:16][S:17]([N:9]1[CH2:14][CH2:13][C:12](=[O:15])[CH2:11][CH2:10]1)(=[O:19])=[O:18]. The yield is 0.870. (4) The reactants are [C:1](=[O:12])(OC(Cl)(Cl)Cl)[O:2][C:3](Cl)(Cl)Cl.[NH2:13][C:14]1C=[CH:18][CH:17]=[CH:16][C:15]=1O.C(N(CC)CC)C. The catalyst is ClCCl.O.C(O)C. The product is [O:2]1[C:3]2[CH:18]=[CH:17][CH:16]=[CH:15][C:14]=2[NH:13][C:1]1=[O:12]. The yield is 0.480.